This data is from Forward reaction prediction with 1.9M reactions from USPTO patents (1976-2016). The task is: Predict the product of the given reaction. (1) Given the reactants [C:1](O)(=[O:4])[CH2:2][CH3:3].CNC.C(=O)CC.[CH3:13][O:14][CH:15]([O:18][CH3:19])[CH:16]=O, predict the reaction product. The product is: [CH3:19][O:18][CH:15]([O:14][CH3:13])[CH:16]=[C:2]([CH3:3])[CH:1]=[O:4]. (2) Given the reactants [CH2:1]([O:3][C:4]([C:6]1[CH2:10][C:9]([C:15]2[CH:20]=[CH:19][C:18]([N:21]3[C:25](=[O:26])[C:24]4=[C:27]([I:31])[CH:28]=[CH:29][CH:30]=[C:23]4[C:22]3=[O:32])=[C:17]([CH3:33])[CH:16]=2)([C:11]([F:14])([F:13])[F:12])[O:8][N:7]=1)=[O:5])[CH3:2].[CH:34]([NH2:37])([CH3:36])[CH3:35], predict the reaction product. The product is: [CH2:1]([O:3][C:4]([C:6]1[CH2:10][C:9]([C:15]2[CH:20]=[CH:19][C:18]([NH:21][C:25](=[O:26])[C:24]3[C:23](=[CH:30][CH:29]=[CH:28][C:27]=3[I:31])[C:22]([NH:37][CH:34]([CH3:36])[CH3:35])=[O:32])=[C:17]([CH3:33])[CH:16]=2)([C:11]([F:14])([F:12])[F:13])[O:8][N:7]=1)=[O:5])[CH3:2]. (3) The product is: [Cl:12][C:13]1[C:22]2[C:17](=[CH:18][CH:19]=[C:20]([C:23]([C:25]3[N:29]([CH3:30])[C:28]([CH3:31])=[N:27][CH:26]=3)([C:6]3[N:2]([CH3:1])[N:3]=[N:4][CH:5]=3)[OH:24])[CH:21]=2)[N:16]=[C:15]([O:32][CH3:33])[C:14]=1[CH2:34][CH:35]([CH3:37])[CH3:36]. Given the reactants [CH3:1][N:2]1[CH:6]=[CH:5][N:4]=[N:3]1.[Li]CCCC.[Cl:12][C:13]1[C:22]2[C:17](=[CH:18][CH:19]=[C:20]([C:23]([C:25]3[N:29]([CH3:30])[C:28]([CH3:31])=[N:27][CH:26]=3)=[O:24])[CH:21]=2)[N:16]=[C:15]([O:32][CH3:33])[C:14]=1[CH2:34][CH:35]([CH3:37])[CH3:36], predict the reaction product. (4) Given the reactants [C:1]([C:3]1[CH:8]=[CH:7][C:6]([C:9]2([NH:12][C:13]([C:15]3[CH:16]=[CH:17][CH:18]=[C:19]4[C:23]=3[N:22]([CH2:24][C:25]3[CH:30]=[CH:29][C:28]([Cl:31])=[C:27]([Cl:32])[CH:26]=3)[CH2:21][CH2:20]4)=[O:14])[CH2:11][CH2:10]2)=[CH:5][CH:4]=1)#[N:2].[N:33]([Sn](CCCC)(CCCC)CCCC)=[N+:34]=[N-:35].CC(O)=O, predict the reaction product. The product is: [Cl:32][C:27]1[CH:26]=[C:25]([CH:30]=[CH:29][C:28]=1[Cl:31])[CH2:24][N:22]1[C:23]2[C:19](=[CH:18][CH:17]=[CH:16][C:15]=2[C:13]([NH:12][C:9]2([C:6]3[CH:7]=[CH:8][C:3]([C:1]4[NH:35][N:34]=[N:33][N:2]=4)=[CH:4][CH:5]=3)[CH2:11][CH2:10]2)=[O:14])[CH2:20][CH2:21]1. (5) Given the reactants I[CH2:2][CH3:3].[CH2:4]([O:11][C:12]1[CH:17]=[CH:16][C:15]([N:18]2[C:22]3=[N:23][CH:24]=[CH:25][C:26]([CH3:27])=[C:21]3[NH:20][C:19]2=[O:28])=[CH:14][CH:13]=1)[C:5]1[CH:10]=[CH:9][CH:8]=[CH:7][CH:6]=1.C(=O)([O-])[O-].[Cs+].[Cs+], predict the reaction product. The product is: [CH2:4]([O:11][C:12]1[CH:13]=[CH:14][C:15]([N:18]2[C:22]3=[N:23][CH:24]=[CH:25][C:26]([CH3:27])=[C:21]3[N:20]([CH2:2][CH3:3])[C:19]2=[O:28])=[CH:16][CH:17]=1)[C:5]1[CH:10]=[CH:9][CH:8]=[CH:7][CH:6]=1. (6) Given the reactants BrBr.[CH2:3]([N:10]1[CH2:19][CH2:18][C:17]2[NH:16][C:15](=[O:20])[CH2:14][CH2:13][C:12]=2[CH2:11]1)[C:4]1[CH:9]=[CH:8][CH:7]=[CH:6][CH:5]=1, predict the reaction product. The product is: [CH2:3]([N:10]1[CH2:19][CH2:18][C:17]2[NH:16][C:15](=[O:20])[CH:14]=[CH:13][C:12]=2[CH2:11]1)[C:4]1[CH:5]=[CH:6][CH:7]=[CH:8][CH:9]=1.